Dataset: Full USPTO retrosynthesis dataset with 1.9M reactions from patents (1976-2016). Task: Predict the reactants needed to synthesize the given product. (1) The reactants are: Cl[C:2]1[N:10]([CH2:11][CH:12]=[C:13]([CH3:15])[CH3:14])[C:9]2[C:8](=[O:16])[N:7]([CH2:17][O:18][C:19](=[O:24])[C:20]([CH3:23])([CH3:22])[CH3:21])[C:6](=[O:25])[N:5]([CH2:26][O:27][C:28](=[O:33])[C:29]([CH3:32])([CH3:31])[CH3:30])[C:4]=2[N:3]=1.[C:34]([O:38][C:39]([N:41]1[CH2:46][CH2:45][NH:44][CH2:43][CH2:42]1)=[O:40])([CH3:37])([CH3:36])[CH3:35].C12CCCCC1CCCNN=2. Given the product [C:34]([O:38][C:39]([N:41]1[CH2:46][CH2:45][N:44]([C:2]2[N:10]([CH2:11][CH:12]=[C:13]([CH3:15])[CH3:14])[C:9]3[C:8](=[O:16])[N:7]([CH2:17][O:18][C:19](=[O:24])[C:20]([CH3:21])([CH3:22])[CH3:23])[C:6](=[O:25])[N:5]([CH2:26][O:27][C:28](=[O:33])[C:29]([CH3:32])([CH3:31])[CH3:30])[C:4]=3[N:3]=2)[CH2:43][CH2:42]1)=[O:40])([CH3:37])([CH3:35])[CH3:36], predict the reactants needed to synthesize it. (2) Given the product [CH3:14][C:12]1[NH:11][N:10]=[C:9]([NH:8][C:6]2[N:5]3[CH:15]=[CH:16][N:17]=[C:4]3[N:3]=[C:2]([S:18][C:19]3[CH:20]=[CH:21][C:22]([NH:25][C:26]([CH:28]4[CH2:29][CH2:30]4)=[O:27])=[CH:23][CH:24]=3)[CH:7]=2)[CH:13]=1, predict the reactants needed to synthesize it. The reactants are: Cl[C:2]1[CH:7]=[C:6]([NH:8][C:9]2[CH:13]=[C:12]([CH3:14])[NH:11][N:10]=2)[N:5]2[CH:15]=[CH:16][N:17]=[C:4]2[N:3]=1.[SH:18][C:19]1[CH:24]=[CH:23][C:22]([NH:25][C:26]([CH:28]2[CH2:30][CH2:29]2)=[O:27])=[CH:21][CH:20]=1.C(=O)([O-])[O-].[K+].[K+]. (3) Given the product [F:1][C:2]([F:42])([F:41])[C:3]1[CH:4]=[C:5]([C@H:13]2[O:18][C:17](=[O:19])[N:16]([CH2:20][C:21]3[C:26]([C:27]4[CH:32]=[C:31]([CH:33]([CH3:35])[CH3:34])[C:30]([F:36])=[CH:29][C:28]=4[O:37][CH3:38])=[CH:25][CH:24]=[C:23]([C:43]([CH3:45])=[CH2:44])[N:22]=3)[C@@H:15]([CH3:40])[CH2:14]2)[CH:6]=[C:7]([C:9]([F:12])([F:11])[F:10])[CH:8]=1, predict the reactants needed to synthesize it. The reactants are: [F:1][C:2]([F:42])([F:41])[C:3]1[CH:4]=[C:5]([C@H:13]2[O:18][C:17](=[O:19])[N:16]([CH2:20][C:21]3[C:26]([C:27]4[CH:32]=[C:31]([CH:33]([CH3:35])[CH3:34])[C:30]([F:36])=[CH:29][C:28]=4[O:37][CH3:38])=[CH:25][CH:24]=[C:23](Cl)[N:22]=3)[C@@H:15]([CH3:40])[CH2:14]2)[CH:6]=[C:7]([C:9]([F:12])([F:11])[F:10])[CH:8]=1.[C:43](B(O)O)([CH3:45])=[CH2:44].